From a dataset of Full USPTO retrosynthesis dataset with 1.9M reactions from patents (1976-2016). Predict the reactants needed to synthesize the given product. Given the product [S:32]([C:29]1[CH:30]=[CH:31][C:26]([CH3:36])=[CH:27][CH:28]=1)([OH:35])(=[O:34])=[O:33].[CH3:2][C@@H:3]1[CH2:7][CH2:6][CH2:5][N:4]1[CH2:9][CH2:10][CH2:11][O:12][C:19]1[CH:20]=[CH:21][C:16]([NH2:13])=[CH:17][CH:18]=1, predict the reactants needed to synthesize it. The reactants are: Br.[CH3:2][C@@H:3]1[CH2:7][CH2:6][CH2:5][NH:4]1.Br[CH2:9][CH2:10][CH2:11][OH:12].[N+:13]([C:16]1[CH:21]=[CH:20][C:19](O)=[CH:18][CH:17]=1)([O-])=O.CO.O.[C:26]1([CH3:36])[CH:31]=[CH:30][C:29]([S:32]([OH:35])(=[O:34])=[O:33])=[CH:28][CH:27]=1.